This data is from Forward reaction prediction with 1.9M reactions from USPTO patents (1976-2016). The task is: Predict the product of the given reaction. (1) Given the reactants [Cl:1][C:2]1[N:7]=[C:6](Cl)[CH:5]=[CH:4][N:3]=1.[F:9][C:10]([F:25])([F:24])[C:11]1[CH:12]=[C:13](B(O)O)[CH:14]=[C:15]([C:17]([F:20])([F:19])[F:18])[CH:16]=1.C([O-])([O-])=O.[Na+].[Na+], predict the reaction product. The product is: [F:9][C:10]([F:24])([F:25])[C:11]1[CH:12]=[C:13]([C:6]2[CH:5]=[CH:4][N:3]=[C:2]([Cl:1])[N:7]=2)[CH:14]=[C:15]([C:17]([F:18])([F:19])[F:20])[CH:16]=1. (2) Given the reactants [C:1]1([CH2:11][C:12]2[C:13]([NH2:18])=[N:14][NH:15][C:16]=2[NH2:17])[C:10]2[C:5](=[CH:6][CH:7]=[CH:8][CH:9]=2)[CH:4]=[CH:3][CH:2]=1.[C:19](OC)(=[O:25])[CH2:20][C:21](OC)=[O:22].C[O-].[Na+], predict the reaction product. The product is: [NH2:18][C:13]1[C:12]([CH2:11][C:1]2[C:10]3[C:5](=[CH:6][CH:7]=[CH:8][CH:9]=3)[CH:4]=[CH:3][CH:2]=2)=[C:16]2[NH:17][C:19](=[O:25])[CH2:20][C:21](=[O:22])[N:15]2[N:14]=1. (3) Given the reactants [Si:1]([O:8][CH2:9][C@:10]1([CH3:19])[S:16][CH2:15][CH2:14][N:13]=[C:12](SC)[CH2:11]1)([C:4]([CH3:7])([CH3:6])[CH3:5])([CH3:3])[CH3:2].[Br:20][C:21]1[CH:26]=[CH:25][C:24]([C:27]2([C:30]([NH:32][NH2:33])=O)[CH2:29][CH2:28]2)=[CH:23][CH:22]=1, predict the reaction product. The product is: [Br:20][C:21]1[CH:22]=[CH:23][C:24]([C:27]2([C:30]3[N:13]4[CH2:14][CH2:15][S:16][C@:10]([CH2:9][O:8][Si:1]([C:4]([CH3:7])([CH3:6])[CH3:5])([CH3:3])[CH3:2])([CH3:19])[CH2:11][C:12]4=[N:33][N:32]=3)[CH2:29][CH2:28]2)=[CH:25][CH:26]=1. (4) The product is: [Br:1][C:2]1[CH:7]=[CH:6][CH:5]=[CH:4][C:3]=1[C:8]1[N:9]=[C:10]([NH:37][CH2:36][C:35]2[CH:38]=[CH:39][C:32]([O:31][CH3:30])=[CH:33][CH:34]=2)[C:11]([C:24]#[N:25])=[N:12][C:13]=1[C:14]1[CH:19]=[CH:18][C:17](=[O:20])[N:16]([CH:21]([CH3:22])[CH3:23])[N:15]=1. Given the reactants [Br:1][C:2]1[CH:7]=[CH:6][CH:5]=[CH:4][C:3]=1[C:8]1[N:9]=[C:10](C#N)[C:11]([C:24]#[N:25])=[N:12][C:13]=1[C:14]1[CH:19]=[CH:18][C:17](=[O:20])[N:16]([CH:21]([CH3:23])[CH3:22])[N:15]=1.[OH-].[Na+].[CH3:30][O:31][C:32]1[CH:39]=[CH:38][C:35]([CH2:36][NH2:37])=[CH:34][CH:33]=1, predict the reaction product. (5) Given the reactants [CH3:1][C:2]([CH3:31])=[CH:3][CH2:4][C:5]1[C:10]([OH:11])=[C:9]2[C:12]([C:14]3[C:19]([CH2:20][CH:21]=[C:22]([CH3:24])[CH3:23])=[C:18]([O:25]C)[C:17]([OH:27])=[CH:16][C:15]=3[O:28][C:8]2=[CH:7][C:6]=1[O:29]C)=[O:13].CC(C)=CCC1C(O)=C2C(C3C(OC2=CC=1O)=CC(O)=C(OC)C=3CC=C(C)C)=O.[C-]#N.[Na+], predict the reaction product. The product is: [CH3:1][C:2]([CH3:31])=[CH:3][CH2:4][C:5]1[C:6]([OH:29])=[CH:7][C:8]2[O:28][C:15]3[CH:16]=[C:17]([OH:27])[C:18]([OH:25])=[C:19]([CH2:20][CH:21]=[C:22]([CH3:23])[CH3:24])[C:14]=3[C:12](=[O:13])[C:9]=2[C:10]=1[OH:11]. (6) Given the reactants [C:1]1([N:7]2[CH:11]([C:12]3[CH:17]=[CH:16][CH:15]=[C:14]([CH2:18][CH2:19][CH3:20])[CH:13]=3)[CH2:10][C:9]([NH2:21])=[N:8]2)[CH:6]=[CH:5][CH:4]=[CH:3][CH:2]=1, predict the reaction product. The product is: [C:1]1([N:7]2[C:11]([C:12]3[CH:17]=[CH:16][CH:15]=[C:14]([CH2:18][CH2:19][CH3:20])[CH:13]=3)=[CH:10][C:9]([NH2:21])=[N:8]2)[CH:6]=[CH:5][CH:4]=[CH:3][CH:2]=1. (7) Given the reactants [Cl:1][C:2]1[N:7]=[N:6][C:5]([CH:8](C(OCC)=O)[C:9]([O:11][CH2:12][CH3:13])=[O:10])=[C:4]([CH3:19])[CH:3]=1.CS(C)=O.[Cl-].[Na+], predict the reaction product. The product is: [Cl:1][C:2]1[N:7]=[N:6][C:5]([CH2:8][C:9]([O:11][CH2:12][CH3:13])=[O:10])=[C:4]([CH3:19])[CH:3]=1. (8) Given the reactants [Br:1][C:2]1[CH:3]=[C:4]([CH3:9])[C:5](F)=[N:6][CH:7]=1.Cl.[CH3:11][NH:12][CH3:13].C(N(C(C)C)C(C)C)C, predict the reaction product. The product is: [Br:1][C:2]1[CH:3]=[C:4]([CH3:9])[C:5]([N:12]([CH3:13])[CH3:11])=[N:6][CH:7]=1. (9) Given the reactants [NH2:1][C@@H:2]([CH2:11][CH3:12])[C@H:3]([OH:10])[C:4](NC1CC1)=[O:5].[C:13]1([CH2:23][CH2:24][NH2:25])[C:22]2[C:17](=[CH:18][CH:19]=[CH:20][CH:21]=2)[CH:16]=[CH:15][CH:14]=1, predict the reaction product. The product is: [NH2:1][C@@H:2]([CH2:11][CH3:12])[C@H:3]([OH:10])[C:4]([NH:25][CH2:24][CH2:23][C:13]1[C:22]2[C:17](=[CH:18][CH:19]=[CH:20][CH:21]=2)[CH:16]=[CH:15][CH:14]=1)=[O:5].